From a dataset of Full USPTO retrosynthesis dataset with 1.9M reactions from patents (1976-2016). Predict the reactants needed to synthesize the given product. (1) Given the product [CH2:23]([C:11]([CH2:17][CH2:18][CH2:19][CH2:20][CH2:21][CH3:22])([CH2:10][OH:9])[CH2:12][OH:13])[CH2:24][CH2:25][CH2:26][CH2:27][CH3:28], predict the reactants needed to synthesize it. The reactants are: [H-].[Al+3].[Li+].[H-].[H-].[H-].C([O:9][C:10](=O)[C:11]([CH2:23][CH2:24][CH2:25][CH2:26][CH2:27][CH3:28])([CH2:17][CH2:18][CH2:19][CH2:20][CH2:21][CH3:22])[C:12](OCC)=[O:13])C. (2) The reactants are: [OH-].[Li+].[CH:3]1([C:6]2[C:15]3[C:10](=[CH:11][CH:12]=[CH:13][CH:14]=3)[C:9]([N:16]3[C:20]([C:21]([F:24])([F:23])[F:22])=[N:19][N:18]=[C:17]3[S:25][C:26]([CH3:33])([CH3:32])[C:27]([O:29]CC)=[O:28])=[CH:8][CH:7]=2)[CH2:5][CH2:4]1. Given the product [CH:3]1([C:6]2[C:15]3[C:10](=[CH:11][CH:12]=[CH:13][CH:14]=3)[C:9]([N:16]3[C:20]([C:21]([F:22])([F:24])[F:23])=[N:19][N:18]=[C:17]3[S:25][C:26]([CH3:33])([CH3:32])[C:27]([OH:29])=[O:28])=[CH:8][CH:7]=2)[CH2:4][CH2:5]1, predict the reactants needed to synthesize it. (3) Given the product [CH2:8]([O:15][N:16]1[C:22](=[O:23])[N:21]2[CH2:24][C@H:17]1[CH2:18][CH2:19][C@H:20]2[C:25]1[O:26][C:27]([N:30]2[CH2:35][CH2:34][N:33]([CH3:1])[CH2:32][CH2:31]2)=[N:28][N:29]=1)[C:9]1[CH:10]=[CH:11][CH:12]=[CH:13][CH:14]=1, predict the reactants needed to synthesize it. The reactants are: [CH3:1]CN(CC)CC.[CH2:8]([O:15][N:16]1[C:22](=[O:23])[N:21]2[CH2:24][C@H:17]1[CH2:18][CH2:19][C@H:20]2[C:25]1[O:26][C:27]([N:30]2[CH2:35][CH2:34][NH:33][CH2:32][CH2:31]2)=[N:28][N:29]=1)[C:9]1[CH:14]=[CH:13][CH:12]=[CH:11][CH:10]=1.CI. (4) The reactants are: [CH3:1][C:2]1[CH:7]=[C:6]([CH3:8])[CH:5]=[CH:4][C:3]=1[N:9]1[CH2:14][CH2:13][N:12]([C:15]([C:17]2[CH:18]=[N:19][C:20](I)=[CH:21][CH:22]=2)=[O:16])[CH2:11][CH2:10]1.[CH3:24][C@@H:25]1[CH2:29][CH2:28][S:27](=[O:31])(=[O:30])[NH:26]1. Given the product [CH3:1][C:2]1[CH:7]=[C:6]([CH3:8])[CH:5]=[CH:4][C:3]=1[N:9]1[CH2:14][CH2:13][N:12]([C:15]([C:17]2[CH:18]=[N:19][C:20]([N:26]3[C@H:25]([CH3:24])[CH2:29][CH2:28][S:27]3(=[O:31])=[O:30])=[CH:21][CH:22]=2)=[O:16])[CH2:11][CH2:10]1, predict the reactants needed to synthesize it. (5) Given the product [C:1]([C:5]1[N:10]=[C:9]([O:11][CH2:12][CH3:13])[C:8]([C:14]2[N:15]([C:35]([N:48]3[CH2:47][CH2:46][CH:45]([N:41]4[CH2:42][CH2:43][CH2:44][CH:39]([OH:38])[CH2:40]4)[CH2:50][CH2:49]3)=[O:36])[C:16]([C:28]3[CH:33]=[CH:32][C:31]([Cl:34])=[CH:30][CH:29]=3)([CH3:27])[C:17]([C:20]3[CH:21]=[CH:22][C:23]([Cl:26])=[CH:24][CH:25]=3)([CH3:19])[N:18]=2)=[CH:7][N:6]=1)([CH3:3])([CH3:2])[CH3:4], predict the reactants needed to synthesize it. The reactants are: [C:1]([C:5]1[N:10]=[C:9]([O:11][CH2:12][CH3:13])[C:8]([C:14]2[N:15]([C:35](Cl)=[O:36])[C:16]([C:28]3[CH:33]=[CH:32][C:31]([Cl:34])=[CH:30][CH:29]=3)([CH3:27])[C:17]([C:20]3[CH:25]=[CH:24][C:23]([Cl:26])=[CH:22][CH:21]=3)([CH3:19])[N:18]=2)=[CH:7][N:6]=1)([CH3:4])([CH3:3])[CH3:2].[OH:38][CH:39]1[CH2:44][CH2:43][CH2:42][N:41]([CH:45]2[CH2:50][CH2:49][NH:48][CH2:47][CH2:46]2)[CH2:40]1. (6) Given the product [C:1]([C:3]1[CH:4]([C:19]2[CH:24]=[CH:23][C:22]([O:25][CH3:26])=[CH:21][CH:20]=2)[N:5]([CH3:18])[C:6]2[N:7]([CH:9]([C:13]([O:15][CH2:16][CH3:17])=[O:14])[C:10](=[O:12])[CH:11]=2)[C:8]=1[CH2:30][C:29]1[CH:32]=[CH:33][CH:34]=[CH:35][C:28]=1[F:27])#[N:2], predict the reactants needed to synthesize it. The reactants are: [C:1]([C:3]1[CH2:8][N:7]2[CH:9]([C:13]([O:15][CH2:16][CH3:17])=[O:14])[C:10](=[O:12])[CH:11]=[C:6]2[N:5]([CH3:18])[C:4]=1[C:19]1[CH:24]=[CH:23][C:22]([O:25][CH3:26])=[CH:21][CH:20]=1)#[N:2].[F:27][C:28]1[CH:35]=[CH:34][CH:33]=[CH:32][C:29]=1[CH2:30]Br.O.